Dataset: Forward reaction prediction with 1.9M reactions from USPTO patents (1976-2016). Task: Predict the product of the given reaction. (1) Given the reactants [CH3:1][O:2][C:3](=[O:14])[CH2:4][CH2:5][C:6]1[CH:11]=[CH:10][C:9]([SH:12])=[CH:8][C:7]=1[CH3:13].C(=O)([O-])[O-].[Cs+].[Cs+].Cl[CH2:22][C:23]1[S:27][C:26]([C:28]2[CH:33]=[CH:32][C:31]([C:34]([F:37])([F:36])[F:35])=[CH:30][CH:29]=2)=[N:25][C:24]=1[CH2:38][O:39][C:40]1[CH:45]=[CH:44][CH:43]=[CH:42][CH:41]=1, predict the reaction product. The product is: [CH3:1][O:2][C:3](=[O:14])[CH2:4][CH2:5][C:6]1[CH:11]=[CH:10][C:9]([S:12][CH2:22][C:23]2[S:27][C:26]([C:28]3[CH:29]=[CH:30][C:31]([C:34]([F:35])([F:36])[F:37])=[CH:32][CH:33]=3)=[N:25][C:24]=2[CH2:38][O:39][C:40]2[CH:45]=[CH:44][CH:43]=[CH:42][CH:41]=2)=[CH:8][C:7]=1[CH3:13]. (2) Given the reactants [CH3:1][C:2]1([C:7]2[O:11][C:10]([CH2:12][N:13]3[CH:17]=[C:16]([NH2:18])[CH:15]=[N:14]3)=[CH:9][CH:8]=2)[O:6]CCO1.[CH2:19]([C:23]1[O:24][C:25]([C:31]2[CH:36]=[CH:35][CH:34]=[CH:33][CH:32]=2)=[C:26]([C:28](O)=[O:29])[N:27]=1)[CH2:20][CH2:21][CH3:22], predict the reaction product. The product is: [C:2]([C:7]1[O:11][C:10]([CH2:12][N:13]2[CH:17]=[C:16]([NH:18][C:28]([C:26]3[N:27]=[C:23]([CH2:19][CH2:20][CH2:21][CH3:22])[O:24][C:25]=3[C:31]3[CH:32]=[CH:33][CH:34]=[CH:35][CH:36]=3)=[O:29])[CH:15]=[N:14]2)=[CH:9][CH:8]=1)(=[O:6])[CH3:1]. (3) Given the reactants C([O:3][C:4](=[O:32])[CH2:5][N:6]1[N:10]=[N:9][C:8]([C:11]2[O:15][N:14]=[C:13]([N:16]3[CH2:21][CH2:20][N:19]([C:22]4[CH:27]=[CH:26][CH:25]=[C:24]([C:28]([F:31])([F:30])[F:29])[CH:23]=4)[CH2:18][CH2:17]3)[N:12]=2)=[N:7]1)C.[OH-].[Na+], predict the reaction product. The product is: [F:31][C:28]([F:29])([F:30])[C:24]1[CH:23]=[C:22]([N:19]2[CH2:20][CH2:21][N:16]([C:13]3[N:12]=[C:11]([C:8]4[N:9]=[N:10][N:6]([CH2:5][C:4]([OH:32])=[O:3])[N:7]=4)[O:15][N:14]=3)[CH2:17][CH2:18]2)[CH:27]=[CH:26][CH:25]=1. (4) Given the reactants [C:1]([O-])([O-])=O.[K+].[K+].[OH:7][C:8]1[CH:13]=[CH:12][C:11]([CH2:14][CH2:15][CH:16]([CH2:21][CH2:22][CH2:23][C:24]2[CH:29]=[CH:28][CH:27]=[CH:26][CH:25]=2)[C:17]([O:19][CH3:20])=[O:18])=[CH:10][CH:9]=1.CI.O, predict the reaction product. The product is: [CH3:1][O:7][C:8]1[CH:9]=[CH:10][C:11]([CH2:14][CH2:15][CH:16]([CH2:21][CH2:22][CH2:23][C:24]2[CH:25]=[CH:26][CH:27]=[CH:28][CH:29]=2)[C:17]([O:19][CH3:20])=[O:18])=[CH:12][CH:13]=1. (5) Given the reactants [C:1]([C:3]1[CH:4]=[C:5]2[C:9](=[CH:10][C:11]=1[CH2:12][CH3:13])[N:8]([CH2:14][CH2:15][CH2:16][C:17]([O:19][CH2:20][CH3:21])=[O:18])[N:7]=[CH:6]2)#[N:2].Cl.[NH2:23][OH:24].C(=O)(O)[O-].[Na+], predict the reaction product. The product is: [CH2:12]([C:11]1[CH:10]=[C:9]2[C:5]([CH:6]=[N:7][N:8]2[CH2:14][CH2:15][CH2:16][C:17]([O:19][CH2:20][CH3:21])=[O:18])=[CH:4][C:3]=1[C:1]([NH:23][OH:24])=[NH:2])[CH3:13]. (6) Given the reactants [Br:1][C:2]1[CH:7]=[CH:6][C:5](B(O)O)=[C:4]([F:11])[CH:3]=1.Br[C:13]1[N:18]=[CH:17][CH:16]=[CH:15][N:14]=1.C(=O)([O-])[O-].[Na+].[Na+].C1(C)C=CC=CC=1, predict the reaction product. The product is: [Br:1][C:2]1[CH:7]=[CH:6][C:5]([C:13]2[N:18]=[CH:17][CH:16]=[CH:15][N:14]=2)=[C:4]([F:11])[CH:3]=1. (7) The product is: [N+:12]([C:3]1[CH:4]=[C:5]([C:8]([F:11])([F:10])[F:9])[CH:6]=[CH:7][C:2]=1[N:15]1[CH2:20][CH2:19][S:18][CH2:17][CH2:16]1)([O-:14])=[O:13]. Given the reactants F[C:2]1[CH:7]=[CH:6][C:5]([C:8]([F:11])([F:10])[F:9])=[CH:4][C:3]=1[N+:12]([O-:14])=[O:13].[NH:15]1[CH2:20][CH2:19][S:18][CH2:17][CH2:16]1.C(=O)(O)[O-].[Na+], predict the reaction product. (8) Given the reactants [OH-].[Li+].[CH3:3][O:4][C:5]1[CH:10]=[CH:9][C:8]([C:11]2[CH:16]=[CH:15][C:14]([C:17]([O:19]C)=[O:18])=[C:13]([N+:21]([O-:23])=[O:22])[CH:12]=2)=[CH:7][CH:6]=1.CO.Cl, predict the reaction product. The product is: [CH3:3][O:4][C:5]1[CH:6]=[CH:7][C:8]([C:11]2[CH:16]=[CH:15][C:14]([C:17]([OH:19])=[O:18])=[C:13]([N+:21]([O-:23])=[O:22])[CH:12]=2)=[CH:9][CH:10]=1.